Dataset: Drug-target binding data from BindingDB using IC50 measurements. Task: Regression. Given a target protein amino acid sequence and a drug SMILES string, predict the binding affinity score between them. We predict pIC50 (pIC50 = -log10(IC50 in M); higher means more potent). Dataset: bindingdb_ic50. (1) The small molecule is Cc1noc(Cn2c(=O)c3c(ncn3[C@@H](C)C(=O)Nc3ccnc(-c4cnc(C(F)(F)F)c(C)c4)n3)n(C)c2=O)n1. The target protein (O75762) has sequence MKRSLRKMWRPGEKKEPQGVVYEDVPDDTEDFKESLKVVFEGSAYGLQNFNKQKKLKRCDDMDTFFLHYAAAEGQIELMEKITRDSSLEVLHEMDDYGNTPLHCAVEKNQIESVKFLLSRGANPNLRNFNMMAPLHIAVQGMNNEVMKVLLEHRTIDVNLEGENGNTAVIIACTTNNSEALQILLKKGAKPCKSNKWGCFPIHQAAFSGSKECMEIILRFGEEHGYSRQLHINFMNNGKATPLHLAVQNGDLEMIKMCLDNGAQIDPVEKGRCTAIHFAATQGATEIVKLMISSYSGSVDIVNTTDGCHETMLHRASLFDHHELADYLISVGADINKIDSEGRSPLILATASASWNIVNLLLSKGAQVDIKDNFGRNFLHLTVQQPYGLKNLRPEFMQMQQIKELVMDEDNDGCTPLHYACRQGGPGSVNNLLGFNVSIHSKSKDKKSPLHFAASYGRINTCQRLLQDISDTRLLNEGDLHGMTPLHLAAKNGHDKVVQL.... The pIC50 is 8.4. (2) The pIC50 is 4.2. The target is SSSEEGLTCRGIPNSISI. The drug is COc1ccc(/C(=N/NC(=O)NNC(=O)NCCCC(C)Nc2cc(OC)cc3cccnc23)c2ccccc2)cc1. (3) The compound is NC(=O)c1csc([C@@H]2O[C@H](CSSC[C@H]3O[C@@H](n4cnc5c(N)ncnc54)[C@H](O)[C@@H]3O)[C@@H](O)[C@H]2O)n1. The target protein (P9WHV7) has sequence MTAHRSVLLVVHTGRDEATETARRVEKVLGDNKIALRVLSAEAVDRGSLHLAPDDMRAMGVEIEVVDADQHAADGCELVLVLGGDGTFLRAAELARNASIPVLGVNLGRIGFLAEAEAEAIDAVLEHVVAQDYRVEDRLTLDVVVRQGGRIVNRGWALNEVSLEKGPRLGVLGVVVEIDGRPVSAFGCDGVLVSTPTGSTAYAFSAGGPVLWPDLEAILVVPNNAHALFGRPMVTSPEATIAIEIEADGHDALVFCDGRREMLIPAGSRLEVTRCVTSVKWARLDSAPFTDRLVRKFRLPVTGWRGK. The pIC50 is 4.1. (4) The compound is Nc1ccc(S(=O)(=O)N(CCCNCCN(Cc2ccccc2)S(=O)(=O)c2ccc(N)cc2)Cc2ccccc2)cc1. The target protein sequence is TQHGIRLPLRSGLGGAPLGLRLPRETDEEPEEPGRRGSFVEMVDNLRGKSGQGYYVEMTVGSPPQTLNILVDTGSSNFAVGAAPHPFLHRYYQRQLSSTYRDLRKGVYVPYTQGKWEGELGTDLVSIPHGPNVTVRANIAAITESDKFFINGSNWEGILGLAYAEIARPDDSLEPFFDSLVKQTHVPNLFSLQLCGAGFPLNQSEVLASVGGSMIIGGIDHSLYTGSLWYTPIRREWYYEVIIVRVEINGQDLKMDCKEYNYDKSIVDSGTTNLRLPKKVFEAAVKSIKAASSTEKFPDGFWLGEQLVCWQAGTTPWNIFPVISLYLMGEVTNQSFRITILPQQYLRPVEDVATSQDDCYKFAISQSSTGTVMGAVIMEGFYVVFDRARKRIGFAVSACHVHDEFRTAAVEGPFVTLDMEDCGYNIPQTDESTLMT. The pIC50 is 3.6. (5) The small molecule is C[C@]1(/C=C/C#N)[C@H](C(=O)[O-])N2C(=O)C[C@H]2S1(=O)=O. The target protein sequence is MKNLISIIIILCLTLSIMTPYAQATNSDVTPVQAANQYGYAGLSAAYEPTSAVNVSQTGQLLYQYNIDTKWNPASMTKLMTMYLTLEAVNKGQLSLDDTVTMTNKEYIMSTLPELSNTKLYPGQVWTIADLLQITVSNSSNAAALILAKKVSKNTSDFVDLMNNKAKAIGMKNTHFVNPTGAENSRLRTFAPTKYKDQERTVTTARDYAILDLHVIKETPKILDFTKQLAPTTLAVTYYTFNFSLEGAKMSLPGTDGLKTGSSDTANYNHTITTKRGKFRINQVIMGAGDYKNLGGEKQRNMMGNALMERSFDQYKYVKILSKGEQRINGKKYYVENDLYDVLPSDFSKKDYKLVVEDGKVHADYPREFINKDYGPPTVEVHQPIIQKANTVAKSMWEEHPLFTIIGGTCLVAGLALIVHMIINRLFRKRK. The pIC50 is 4.8. (6) The small molecule is O=C1NC(=O)/C(=C/c2cnn3c(NC4CC4)cc(-c4ccc(C(=O)N5CCC(F)CC5)s4)nc23)N1. The target protein (P67870) has sequence MSSSEEVSWISWFCGLRGNEFFCEVDEDYIQDKFNLTGLNEQVPHYRQALDMILDLEPDEELEDNPNQSDLIEQAAEMLYGLIHARYILTNRGIAQMLEKYQQGDFGYCPRVYCENQPMLPIGLSDIPGEAMVKLYCPKCMDVYTPKSSRHHHTDGAYFGTGFPHMLFMVHPEYRPKRPANQFVPRLYGFKIHPMAYQLQLQAASNFKSPVKTIR. The pIC50 is 5.6. (7) The drug is CCCc1nn(C)c2c(=O)[nH]c(-c3cc(S(=O)(=O)N4CCN(C)CC4)ccc3OCC)nc12. The target protein sequence is MERAGPSFGQQRQQQQPQQQKQQQRDQDSVEAWLDDHWDFTFSYFVRKATREMVNAWFAERVHTIPVCKEGIRGHTESCSCPLQQSPRADNSAPGTPTRKISASEFDRPLRPIVVKDSEGTVSFLSDSEKKEQMPLTPPRFDHDEGDQCSRLLELVKDISSHLDVTALCHKIFLHIHGLISADRYSLFLVCEDSSNDKFLISRLFDVAEGSTLEEVSNNCIRLEWNKGIVGHVAALGEPLNIKDAYEDPRFNAEVDQITGYKTQSILCMPIKNHREEVVGVAQAINKKSGNGGTFTEKDEKDFAAYLAFCGIVLHNAQLYETSLLENKRNQVLLDLASLIFEEQQSLEVILKKIAATIISFMQVQKCTIFIVDEDCSDSFSSVFHMECEELEKSSDTLTREHDANKINYMYAQYVKNTMEPLNIPDVSKDKRFPWTTENTGNVNQQCIRSLLCTPIKNGKKNKVIGVCQLVNKMEENTGKVKPFNRNDEQFLEAFVIFCG.... The pIC50 is 6.7.